Predict the product of the given reaction. From a dataset of Forward reaction prediction with 1.9M reactions from USPTO patents (1976-2016). (1) Given the reactants [CH3:1][N:2]1[C:10]2[C:5](=[CH:6][C:7]([O:14][CH3:15])=[CH:8][C:9]=2[C:11]([OH:13])=O)[C:4]([CH:16]([CH3:18])[CH3:17])=[CH:3]1.Cl.[NH2:20][CH2:21][C:22]1[C:23](=[O:30])[NH:24][C:25]([CH3:29])=[CH:26][C:27]=1[CH3:28].C1C=NC2N(O)N=NC=2C=1.C(Cl)CCl.CN1CCOCC1, predict the reaction product. The product is: [CH3:28][C:27]1[CH:26]=[C:25]([CH3:29])[NH:24][C:23](=[O:30])[C:22]=1[CH2:21][NH:20][C:11]([C:9]1[CH:8]=[C:7]([O:14][CH3:15])[CH:6]=[C:5]2[C:10]=1[N:2]([CH3:1])[CH:3]=[C:4]2[CH:16]([CH3:18])[CH3:17])=[O:13]. (2) The product is: [Si:27]([O:28][CH2:29][CH2:30][C:31]1[CH:32]=[CH:33][C:34]([CH2:37][CH:38]=[O:39])=[CH:35][CH:36]=1)([C:23]([CH3:25])([CH3:24])[CH3:26])([CH3:41])[CH3:40]. Given the reactants CC(OI1(OC(C)=O)(OC(C)=O)OC(=O)C2C=CC=CC1=2)=O.[C:23]([Si:27]([CH3:41])([CH3:40])[O:28][CH2:29][CH2:30][C:31]1[CH:36]=[CH:35][C:34]([CH2:37][CH2:38][OH:39])=[CH:33][CH:32]=1)([CH3:26])([CH3:25])[CH3:24].S([O-])([O-])(=O)=S.[Na+].[Na+].C(=O)(O)[O-].[Na+], predict the reaction product. (3) Given the reactants C[O:2][C:3]1[C:4]([CH3:37])=[C:5]([C:28]([O:35]C)=[C:29]([O:33][CH3:34])[C:30]=1[O:31][CH3:32])[CH2:6][C:7]1[CH:8]=[CH:9][C:10]([O:21][C:22]2[CH:23]=[N:24][CH:25]=[CH:26][CH:27]=2)=[C:11]([CH:20]=1)[C:12]([N:14]1[CH2:19][CH2:18][O:17][CH2:16][CH2:15]1)=[O:13].O=[N+]([O-])[O-].[O-][N+](=O)[O-].[O-][N+](=O)[O-].[O-][N+](=O)[O-].[O-][N+](=O)[O-].[O-][N+](=O)[O-].[Ce+4].[NH4+].[NH4+], predict the reaction product. The product is: [CH3:32][O:31][C:30]1[C:3](=[O:2])[C:4]([CH3:37])=[C:5]([CH2:6][C:7]2[CH:8]=[CH:9][C:10]([O:21][C:22]3[CH:23]=[N:24][CH:25]=[CH:26][CH:27]=3)=[C:11]([CH:20]=2)[C:12]([N:14]2[CH2:15][CH2:16][O:17][CH2:18][CH2:19]2)=[O:13])[C:28](=[O:35])[C:29]=1[O:33][CH3:34]. (4) Given the reactants [Br:1][C:2]1[CH:6]=[CH:5][O:4][C:3]=1[CH:7]=O.Cl.Cl.[CH3:11][N:12]1[CH2:17][CH2:16][NH:15][CH2:14][CH2:13]1.C(N(CC)CC)C.C(O[BH-](OC(=O)C)OC(=O)C)(=O)C.[Na+], predict the reaction product. The product is: [Br:1][C:2]1[CH:6]=[CH:5][O:4][C:3]=1[CH2:7][N:15]1[CH2:16][CH2:17][N:12]([CH3:11])[CH2:13][CH2:14]1. (5) Given the reactants [Cl:1][C:2]1[CH:3]=[CH:4][C:5]([C:41]#[N:42])=[C:6]([C:8]2[C:13]([O:14][CH3:15])=[CH:12][N:11]([CH:16]([CH2:31][C@H:32]3[CH2:37][CH2:36][C@H:35]([O:38][CH3:39])[CH2:34][CH2:33]3)[C:17]([NH:19][C:20]3[CH:30]=[CH:29][C:23]([C:24]([O:26]CC)=[O:25])=[CH:22][CH:21]=3)=[O:18])[C:10](=[O:40])[CH:9]=2)[CH:7]=1.C(=O)([O-])[O-].[Cs+].[Cs+].Cl, predict the reaction product. The product is: [Cl:1][C:2]1[CH:3]=[CH:4][C:5]([C:41]#[N:42])=[C:6]([C:8]2[C:13]([O:14][CH3:15])=[CH:12][N:11]([CH:16]([CH2:31][C@H:32]3[CH2:33][CH2:34][C@H:35]([O:38][CH3:39])[CH2:36][CH2:37]3)[C:17]([NH:19][C:20]3[CH:30]=[CH:29][C:23]([C:24]([OH:26])=[O:25])=[CH:22][CH:21]=3)=[O:18])[C:10](=[O:40])[CH:9]=2)[CH:7]=1. (6) Given the reactants [CH2:1]([N:8]1[C:16]2[C:11](=[C:12]([N+:17]([O-])=O)[CH:13]=[CH:14][CH:15]=2)[C:10]([CH2:20][CH3:21])=[N:9]1)[C:2]1[CH:7]=[CH:6][CH:5]=[CH:4][CH:3]=1.[Cl-].[NH4+].C(O)C, predict the reaction product. The product is: [CH2:1]([N:8]1[C:16]2[CH:15]=[CH:14][CH:13]=[C:12]([NH2:17])[C:11]=2[C:10]([CH2:20][CH3:21])=[N:9]1)[C:2]1[CH:3]=[CH:4][CH:5]=[CH:6][CH:7]=1. (7) Given the reactants [CH3:1][O:2][C:3]([C:5]1[N:6]=[C:7]([NH:10][C:11](=[O:36])[C@@H:12]([NH:21][C:22](=[O:35])[C@H:23]([NH2:34])[C:24]2[CH:33]=[CH:32][C:27]3[O:28][CH2:29][CH2:30][O:31][C:26]=3[CH:25]=2)[C@H:13]([C:15]2[CH:20]=[CH:19][CH:18]=[CH:17][CH:16]=2)[CH3:14])[S:8][CH:9]=1)=[O:4].C(N(C(C)C)CC)(C)C.[O:46]=[C:47](Cl)OC(Cl)(Cl)Cl.C1(C)C=CC=CC=1, predict the reaction product. The product is: [CH3:1][O:2][C:3]([C:5]1[N:6]=[C:7]([NH:10][C:11](=[O:36])[C@@H:12]([N:21]2[C:22](=[O:35])[C@@H:23]([C:24]3[CH:33]=[CH:32][C:27]4[O:28][CH2:29][CH2:30][O:31][C:26]=4[CH:25]=3)[NH:34][C:47]2=[O:46])[C@H:13]([C:15]2[CH:20]=[CH:19][CH:18]=[CH:17][CH:16]=2)[CH3:14])[S:8][CH:9]=1)=[O:4]. (8) Given the reactants OC(C(F)(F)F)=O.[CH3:8][C:9]([Si:12]([CH3:28])([CH3:27])[O:13][C@H:14]1[C@H:19]([N:20]2[C:24](=[O:25])[CH2:23][O:22][C:21]2=[O:26])[CH2:18][CH2:17][NH:16][CH2:15]1)([CH3:11])[CH3:10].CCN(C(C)C)C(C)C.[Cl:38][C:39]1[N:43]2[CH:44]=[C:45]([CH:52]3[CH2:54][CH2:53]3)[CH:46]=[C:47]([C:48]([F:51])([F:50])[F:49])[C:42]2=[N:41][C:40]=1[C:55](O)=[O:56].CN(C(ON1N=NC2C=CC=NC1=2)=[N+](C)C)C.F[P-](F)(F)(F)(F)F, predict the reaction product. The product is: [Cl:38][C:39]1[N:43]2[CH:44]=[C:45]([CH:52]3[CH2:54][CH2:53]3)[CH:46]=[C:47]([C:48]([F:50])([F:49])[F:51])[C:42]2=[N:41][C:40]=1[C:55]([N:16]1[CH2:17][CH2:18][C@@H:19]([N:20]2[C:24](=[O:25])[CH2:23][O:22][C:21]2=[O:26])[C@H:14]([O:13][Si:12]([C:9]([CH3:8])([CH3:10])[CH3:11])([CH3:28])[CH3:27])[CH2:15]1)=[O:56]. (9) Given the reactants [CH3:1][C:2]1[CH:3]=[C:4]2[C:10]3[CH2:11][N:12]([CH3:15])[CH2:13][CH2:14][C:9]=3[NH:8][C:5]2=[N:6][CH:7]=1.[H-].[Na+].CC1C=CC(S(O[CH2:29][CH2:30][C:31]2[CH:32]=[N:33][C:34]([CH3:37])=[CH:35][CH:36]=2)(=O)=O)=CC=1, predict the reaction product. The product is: [CH3:1][C:2]1[CH:3]=[C:4]2[C:10]3[CH2:11][N:12]([CH3:15])[CH2:13][CH2:14][C:9]=3[N:8]([CH2:29][CH2:30][C:31]3[CH:32]=[N:33][C:34]([CH3:37])=[CH:35][CH:36]=3)[C:5]2=[N:6][CH:7]=1.